Dataset: Catalyst prediction with 721,799 reactions and 888 catalyst types from USPTO. Task: Predict which catalyst facilitates the given reaction. (1) Reactant: [CH:1]([C@@H:4]1[CH2:24][CH2:23][C@@H:22]([CH3:25])[CH2:21][C@@:5]21[NH:9][C:8](=[O:10])[N:7]([CH2:11][C:12](=[O:19])[C:13]1[CH:18]=[CH:17][CH:16]=[CH:15][CH:14]=1)[C:6]2=[O:20])([CH3:3])[CH3:2].[C:26]([O-])([O-])=O.[K+].[K+].CI. Product: [CH:1]([C@@H:4]1[CH2:24][CH2:23][C@@H:22]([CH3:25])[CH2:21][C@@:5]21[N:9]([CH3:26])[C:8](=[O:10])[N:7]([CH2:11][C:12](=[O:19])[C:13]1[CH:14]=[CH:15][CH:16]=[CH:17][CH:18]=1)[C:6]2=[O:20])([CH3:3])[CH3:2]. The catalyst class is: 3. (2) Reactant: [F:1][C:2]1[CH:11]=[CH:10][CH:9]=[C:8]2[C:3]=1[CH2:4][CH2:5][C:6](=[O:12])[NH:7]2.[Br:13]NC(=O)CCC(N)=O. Product: [Br:13][C:11]1[C:2]([F:1])=[C:3]2[C:8](=[CH:9][CH:10]=1)[NH:7][C:6](=[O:12])[CH2:5][CH2:4]2. The catalyst class is: 9. (3) Reactant: [Cl:1][C:2]1[CH:25]=[CH:24][CH:23]=[CH:22][C:3]=1[C:4]([NH:6][CH:7]1[C:15]2[C:10](=[CH:11][CH:12]=[C:13]([C:16]([O:18]C)=[O:17])[CH:14]=2)[C:9]([CH3:21])([CH3:20])[CH2:8]1)=[O:5].[Li+].[OH-].C(O)(=O)CC(CC(O)=O)(C(O)=O)O. Product: [Cl:1][C:2]1[CH:25]=[CH:24][CH:23]=[CH:22][C:3]=1[C:4]([NH:6][CH:7]1[C:15]2[C:10](=[CH:11][CH:12]=[C:13]([C:16]([OH:18])=[O:17])[CH:14]=2)[C:9]([CH3:21])([CH3:20])[CH2:8]1)=[O:5]. The catalyst class is: 87.